This data is from Reaction yield outcomes from USPTO patents with 853,638 reactions. The task is: Predict the reaction yield, written as a fraction of the theoretical maximum amount of product (1.0 means a 100% yield; for example, 0.34 means a 34% yield). (1) The reactants are [O:1]1[C:5]2[CH:6]=[CH:7][C:8]([C:10]3[C:11](=[O:50])[O:12][C:13]([OH:49])([C:41]4[CH:46]=[CH:45][C:44]([O:47][CH3:48])=[CH:43][CH:42]=4)[C:14]=3[CH2:15][C:16]3[CH:21]=[C:20]([O:22][CH3:23])[C:19]([O:24][CH3:25])=[C:18]([O:26][CH2:27][CH2:28][O:29][CH2:30][CH2:31][O:32][CH2:33][CH2:34][O:35][CH2:36][CH2:37][N:38]=[N+]=[N-])[CH:17]=3)=[CH:9][C:4]=2[O:3][CH2:2]1.C1C=CC(P(C2C=CC=CC=2)C2C=CC=CC=2)=CC=1.O. The catalyst is C1COCC1. The product is [O:1]1[C:5]2[CH:6]=[CH:7][C:8]([C:10]3[C:11](=[O:50])[O:12][C:13]([OH:49])([C:41]4[CH:46]=[CH:45][C:44]([O:47][CH3:48])=[CH:43][CH:42]=4)[C:14]=3[CH2:15][C:16]3[CH:21]=[C:20]([O:22][CH3:23])[C:19]([O:24][CH3:25])=[C:18]([O:26][CH2:27][CH2:28][O:29][CH2:30][CH2:31][O:32][CH2:33][CH2:34][O:35][CH2:36][CH2:37][NH2:38])[CH:17]=3)=[CH:9][C:4]=2[O:3][CH2:2]1. The yield is 0.170. (2) The reactants are Br[C:2]1[CH:3]=[C:4]2[C:8](=[CH:9][CH:10]=1)[NH:7][C:6](=[O:11])[C:5]2([O:15][CH3:16])[C:12]#[C:13][CH3:14].[Cl:17][C:18]1[CH:19]=[C:20](B(O)O)[CH:21]=[CH:22][CH:23]=1.C(=O)([O-])[O-].[Na+].[Na+]. The catalyst is C(COC)OC.O.C1C=CC([P]([Pd]([P](C2C=CC=CC=2)(C2C=CC=CC=2)C2C=CC=CC=2)([P](C2C=CC=CC=2)(C2C=CC=CC=2)C2C=CC=CC=2)[P](C2C=CC=CC=2)(C2C=CC=CC=2)C2C=CC=CC=2)(C2C=CC=CC=2)C2C=CC=CC=2)=CC=1. The product is [Cl:17][C:18]1[CH:23]=[C:22]([C:2]2[CH:3]=[C:4]3[C:8](=[CH:9][CH:10]=2)[NH:7][C:6](=[O:11])[C:5]3([O:15][CH3:16])[C:12]#[C:13][CH3:14])[CH:21]=[CH:20][CH:19]=1. The yield is 0.150. (3) The reactants are [CH3:1][O:2][C:3]1[CH:4]=[C:5]2[C:10](=[CH:11][C:12]=1[O:13][CH3:14])[N:9]=[CH:8][N:7]=[C:6]2[O:15][C:16]1[CH:22]=[CH:21][C:19]([NH2:20])=[C:18]([O:23][CH3:24])[CH:17]=1.ClC(Cl)(O[C:29](=[O:35])[O:30][C:31](Cl)(Cl)Cl)Cl.[Cl:37][C:38]1[CH:43]=[CH:42][CH:41]=[CH:40][C:39]=1CO.C(=O)(O)[O-].[Na+]. The catalyst is C(Cl)Cl.C(N(CC)CC)C.C1(C)C=CC=CC=1. The product is [CH3:1][O:2][C:3]1[CH:4]=[C:5]2[C:10](=[CH:11][C:12]=1[O:13][CH3:14])[N:9]=[CH:8][N:7]=[C:6]2[O:15][C:16]1[CH:22]=[CH:21][C:19]([NH:20][C:29](=[O:35])[O:30][CH2:31][C:39]2[CH:40]=[CH:41][CH:42]=[CH:43][C:38]=2[Cl:37])=[C:18]([O:23][CH3:24])[CH:17]=1. The yield is 0.960. (4) The reactants are [CH3:1][N:2]1[CH2:7][CH2:6][N:5]([CH3:8])[CH2:4][CH:3]1[C:9]1[N:13]2[CH:14]=[C:15](F)[CH:16]=[CH:17][C:12]2=[N:11][N:10]=1.[NH2:19][C@@H:20]1[C:29]2[C:24](=[CH:25][CH:26]=[CH:27][CH:28]=2)[C@H:23]([OH:30])[CH2:22][CH2:21]1.[H-].[Na+].N. The catalyst is CN(C=O)C.CO.C(Cl)Cl. The product is [CH3:1][N:2]1[CH2:7][CH2:6][N:5]([CH3:8])[CH2:4][CH:3]1[C:9]1[N:13]2[CH:14]=[C:15]([O:30][C@H:23]3[C:24]4[C:29](=[CH:28][CH:27]=[CH:26][CH:25]=4)[C@@H:20]([NH2:19])[CH2:21][CH2:22]3)[CH:16]=[CH:17][C:12]2=[N:11][N:10]=1. The yield is 0.660. (5) The reactants are [N:1]1([CH:11]2[CH2:15][CH2:14][N:13]([C:16]([O:18][C:19]([CH3:22])([CH3:21])[CH3:20])=[O:17])[CH2:12]2)[C:10]2[C:5](=[CH:6][CH:7]=[CH:8][CH:9]=2)[CH2:4][CH2:3][CH2:2]1.C1C(=O)N([Br:30])C(=O)C1.O. The catalyst is CN(C=O)C. The product is [Br:30][C:7]1[CH:6]=[C:5]2[C:10](=[CH:9][CH:8]=1)[N:1]([CH:11]1[CH2:15][CH2:14][N:13]([C:16]([O:18][C:19]([CH3:22])([CH3:21])[CH3:20])=[O:17])[CH2:12]1)[CH2:2][CH2:3][CH2:4]2. The yield is 0.638. (6) The reactants are [CH:1]1([C:7]2[CH:8]=[CH:9][C:10]([O:13]C)=[N:11][CH:12]=2)[CH2:6][CH2:5][CH2:4][CH2:3][CH2:2]1.Br[CH2:16][C:17]1[CH:22]=[CH:21][C:20]([Cl:23])=[CH:19][CH:18]=1. No catalyst specified. The product is [Cl:23][C:20]1[CH:21]=[CH:22][C:17]([CH2:16][N:11]2[CH:12]=[C:7]([CH:1]3[CH2:6][CH2:5][CH2:4][CH2:3][CH2:2]3)[CH:8]=[CH:9][C:10]2=[O:13])=[CH:18][CH:19]=1. The yield is 0.680. (7) The reactants are [CH3:16][C:11]1([CH3:17])[C:12]([CH3:15])([CH3:14])[O:13][B:9]([B:9]2[O:13][C:12]([CH3:15])([CH3:14])[C:11]([CH3:17])([CH3:16])[O:10]2)[O:10]1.[Cl:19][C:20]1[CH:25]=[CH:24][CH:23]=[C:22]([Cl:26])[C:21]=1[O:27][CH2:28][C:29]([F:32])([F:31])[F:30].CC(=O)OCC. The yield is 0.392. The catalyst is CCCCCCC.C(C1C=CC=C(C(C)C)C=1N=CC1C=CC=CN=1)(C)C. The product is [Cl:19][C:20]1[CH:25]=[C:24]([B:9]2[O:10][C:11]([CH3:16])([CH3:17])[C:12]([CH3:14])([CH3:15])[O:13]2)[CH:23]=[C:22]([Cl:26])[C:21]=1[O:27][CH2:28][C:29]([F:30])([F:31])[F:32]. (8) The reactants are Cl[C:2]1[CH:3]=[CH:4][C:5]2[N:6]([C:8]([N+:11]([O-:13])=[O:12])=[CH:9][N:10]=2)[N:7]=1.[Cl:14][C:15]1[CH:16]=[C:17]([CH:21]=[CH:22][C:23]=1[Cl:24])[CH2:18]CN.[CH:25]([N:28](CC)C(C)C)(C)C. The catalyst is O1CCOCC1. The product is [Cl:14][C:15]1[CH:16]=[C:17]([CH:21]=[CH:22][C:23]=1[Cl:24])[CH2:18][N:28]([CH3:25])[C:2]1[CH:3]=[CH:4][C:5]2[N:6]([C:8]([N+:11]([O-:13])=[O:12])=[CH:9][N:10]=2)[N:7]=1. The yield is 0.830. (9) The reactants are C(N(C(C)C)C(C)C)C.[CH3:10][C:11]([CH3:43])([CH2:15][O:16][C:17]1[CH:22]=[CH:21][C:20]([C:23]2[CH:32]=[C:31]3[C:26]([C:27]([C:34](=[O:42])[NH:35][C:36]4[CH:41]=[CH:40][CH:39]=[CH:38][CH:37]=4)=[CH:28][C:29]([CH3:33])=[N:30]3)=[CH:25][CH:24]=2)=[CH:19][N:18]=1)[C:12](O)=[O:13].Br.[N:45]1[NH:46][N:47]=[N:48][C:49]=1[CH2:50][NH2:51].F[P-](F)(F)(F)(F)F.N1(O[P+](N2CCCC2)(N2CCCC2)N2CCCC2)C2C=CC=CC=2N=N1. The catalyst is CN(C)C=O. The product is [N:45]1[NH:46][N:47]=[N:48][C:49]=1[CH2:50][NH:51][C:12](=[O:13])[C:11]([CH3:10])([CH3:43])[CH2:15][O:16][C:17]1[N:18]=[CH:19][C:20]([C:23]2[CH:32]=[C:31]3[C:26]([C:27]([C:34]([NH:35][C:36]4[CH:37]=[CH:38][CH:39]=[CH:40][CH:41]=4)=[O:42])=[CH:28][C:29]([CH3:33])=[N:30]3)=[CH:25][CH:24]=2)=[CH:21][CH:22]=1. The yield is 0.650. (10) The reactants are NC(N)=O.[CH3:5][S:6][CH2:7][CH2:8][CH2:9][NH:10][S:11]([C:14]1[C:19]([Cl:20])=[CH:18][CH:17]=[C:16]([NH2:21])[C:15]=1[OH:22])(=[O:13])=[O:12].[Cl:23][C:24]1[C:29]([Cl:30])=[CH:28][CH:27]=[CH:26][C:25]=1[N:31]=[C:32]=[O:33]. The product is [Cl:20][C:19]1[CH:18]=[CH:17][C:16]([NH:21][C:32]([NH:31][C:25]2[CH:26]=[CH:27][CH:28]=[C:29]([Cl:30])[C:24]=2[Cl:23])=[O:33])=[C:15]([OH:22])[C:14]=1[S:11]([NH:10][CH2:9][CH2:8][CH2:7][S:6][CH3:5])(=[O:13])=[O:12]. No catalyst specified. The yield is 0.700.